This data is from Catalyst prediction with 721,799 reactions and 888 catalyst types from USPTO. The task is: Predict which catalyst facilitates the given reaction. (1) Reactant: [CH3:1][O:2][C:3](=[O:35])[CH2:4][C:5]1[CH:6]=[CH:7][C:8]2[O:12][C:11]([NH:13][CH:14]3[CH2:19][CH2:18][N:17]([CH2:20][C:21]4[CH:26]=[C:25]([O:27][CH2:28][CH3:29])[C:24](F)=[C:23]([O:31][CH2:32][CH3:33])[CH:22]=4)[CH2:16][CH2:15]3)=[N:10][C:9]=2[CH:34]=1.C(OC1C=C(C=C(OCC)C=1N1C=[CH:50][N:49]=[N:48]1)C=O)C.[C:55]([BH3-])#[N:56].[Na+].C(N(C(C)C)C(C)C)C. Product: [CH3:1][O:2][C:3](=[O:35])[CH2:4][C:5]1[CH:6]=[CH:7][C:8]2[O:12][C:11]([NH:13][CH:14]3[CH2:19][CH2:18][N:17]([CH2:20][C:21]4[CH:26]=[C:25]([O:27][CH2:28][CH3:29])[C:24]([N:49]5[CH:50]=[N:56][CH:55]=[N:48]5)=[C:23]([O:31][CH2:32][CH3:33])[CH:22]=4)[CH2:16][CH2:15]3)=[N:10][C:9]=2[CH:34]=1. The catalyst class is: 212. (2) Reactant: [H-].[H-].[H-].[H-].[Li+].[Al+3].C([O:9][C:10]([C:12]1[S:13][CH:14]=[C:15]([C:17]2[CH:22]=[CH:21][C:20]([C:23]([F:26])([F:25])[F:24])=[CH:19][CH:18]=2)[N:16]=1)=O)C. The catalyst class is: 1. Product: [F:26][C:23]([F:24])([F:25])[C:20]1[CH:19]=[CH:18][C:17]([C:15]2[N:16]=[C:12]([CH2:10][OH:9])[S:13][CH:14]=2)=[CH:22][CH:21]=1. (3) Reactant: [ClH:1].[Br:2][C:3]1[CH:4]=[CH:5][C:6]([S:11][CH3:12])=[C:7]([CH2:9][NH2:10])[CH:8]=1.C(N(CC)CC)C.C(OC(OC(C)(C)C)=O)(OC(C)(C)C)=[O:21].[OH2:35]. Product: [ClH:1].[Br:2][C:3]1[CH:4]=[CH:5][C:6]([S:11]([CH3:12])(=[O:21])=[O:35])=[C:7]([CH2:9][NH2:10])[CH:8]=1. The catalyst class is: 7. (4) Reactant: [O:1]1[CH2:3][CH:2]1[CH2:4][O:5][C:6]1[CH:7]=[C:8]([CH:11]=[CH:12][CH:13]=1)[CH:9]=[O:10].[CH2:14]1[C:23]2[C:18](=[CH:19][CH:20]=[CH:21][CH:22]=2)[CH2:17][CH2:16][NH:15]1. Product: [CH2:14]1[C:23]2[C:18](=[CH:19][CH:20]=[CH:21][CH:22]=2)[CH2:17][CH2:16][N:15]1[CH2:3][CH:2]([OH:1])[CH2:4][O:5][C:6]1[CH:7]=[C:8]([CH:11]=[CH:12][CH:13]=1)[CH:9]=[O:10]. The catalyst class is: 14. (5) Reactant: [N:1]1[CH:6]=[C:5](C#N)[CH:4]=[N:3][CH:2]=1.[N:9]1C=CC=C[CH:10]=1.[SH:15][CH:16]([CH3:20])[C:17](O)=[O:18]. Product: [CH3:20][C:16]1[S:15][C:10]([C:2]2[N:1]=[CH:6][CH:5]=[CH:4][N:3]=2)=[N:9][C:17]=1[OH:18]. The catalyst class is: 8.